Task: Predict the product of the given reaction.. Dataset: Forward reaction prediction with 1.9M reactions from USPTO patents (1976-2016) (1) Given the reactants [CH3:1][N:2]([CH3:18])[CH2:3][CH2:4][N:5]1[CH2:10][CH2:9][S:8][C:7]2[CH:11]=[CH:12][C:13]([N+:15]([O-])=O)=[CH:14][C:6]1=2.I.[S:20]1[CH:24]=[CH:23][CH:22]=[C:21]1[C:25](SC)=[NH:26], predict the reaction product. The product is: [CH3:1][N:2]([CH3:18])[CH2:3][CH2:4][N:5]1[CH2:10][CH2:9][S:8][C:7]2[CH:11]=[CH:12][C:13]([NH:15][C:25]([C:21]3[S:20][CH:24]=[CH:23][CH:22]=3)=[NH:26])=[CH:14][C:6]1=2. (2) Given the reactants [C:1]([O:5][C:6]([N:8]1[C@H:12]([CH2:13][C:14]2[CH:19]=[CH:18][CH:17]=[CH:16][C:15]=2[F:20])[C@H:11]([CH2:21][C:22]2[N:30]=[CH:29][CH:28]=[CH:27][C:23]=2[C:24](O)=[O:25])[O:10][C:9]1([CH3:32])[CH3:31])=[O:7])([CH3:4])([CH3:3])[CH3:2].[CH:33]1([NH2:36])[CH2:35][CH2:34]1, predict the reaction product. The product is: [C:1]([O:5][C:6]([N:8]1[C@H:12]([CH2:13][C:14]2[CH:19]=[CH:18][CH:17]=[CH:16][C:15]=2[F:20])[C@H:11]([CH2:21][C:22]2[C:23]([C:24](=[O:25])[NH:36][CH:33]3[CH2:35][CH2:34]3)=[CH:27][CH:28]=[CH:29][N:30]=2)[O:10][C:9]1([CH3:32])[CH3:31])=[O:7])([CH3:3])([CH3:4])[CH3:2]. (3) The product is: [OH-:2].[Co+2:18].[Mn+2:12].[Ni+2:6].[OH-:8].[OH-:14].[OH-:20].[OH-:26].[OH-:2]. Given the reactants S([O-])([O-])(=O)=[O:2].[Ni+2:6].S([O-])([O-])(=O)=[O:8].[Mn+2:12].S([O-])([O-])(=O)=[O:14].[Co+2:18].S([O-])([O-])(=O)=[O:20].[NH4+].[NH4+].[OH-:26].[Na+], predict the reaction product. (4) Given the reactants CCCCCC.C([Li])CCC.Br[C:13]1[CH:18]=[CH:17][C:16]([C:19]2[N:24]=[C:23]([C:25]3[CH:30]=[CH:29][C:28]([C:31]([CH3:34])([CH3:33])[CH3:32])=[CH:27][CH:26]=3)[N:22]=[C:21]([C:35]3[CH:40]=[CH:39][C:38]([C:41]([CH3:44])([CH3:43])[CH3:42])=[CH:37][CH:36]=3)[N:20]=2)=[CH:15][CH:14]=1.Br[C:46]1[CH:47]=[CH:48][C:49]([C:52]2[CH:57]=[CH:56][N:55]=[CH:54][CH:53]=2)=[N:50][CH:51]=1, predict the reaction product. The product is: [C:31]([C:28]1[CH:27]=[CH:26][C:25]([C:23]2[N:22]=[C:21]([C:35]3[CH:40]=[CH:39][C:38]([C:41]([CH3:43])([CH3:44])[CH3:42])=[CH:37][CH:36]=3)[N:20]=[C:19]([C:16]3[CH:15]=[CH:14][C:13]([C:46]4[CH:47]=[CH:48][C:49]([C:52]5[CH:57]=[CH:56][N:55]=[CH:54][CH:53]=5)=[N:50][CH:51]=4)=[CH:18][CH:17]=3)[N:24]=2)=[CH:30][CH:29]=1)([CH3:32])([CH3:33])[CH3:34]. (5) The product is: [CH3:22][O:21][C:18]1[CH:19]=[CH:20][C:15]([N:13]([CH3:14])[C:11]2[C:10]3[C:5](=[CH:6][CH:7]=[CH:8][CH:9]=3)[N:4]=[C:3]([NH:23][CH2:24][CH2:25][CH2:26][CH2:27][OH:28])[N:12]=2)=[CH:16][CH:17]=1. Given the reactants Cl.Cl[C:3]1[N:12]=[C:11]([N:13]([C:15]2[CH:20]=[CH:19][C:18]([O:21][CH3:22])=[CH:17][CH:16]=2)[CH3:14])[C:10]2[C:5](=[CH:6][CH:7]=[CH:8][CH:9]=2)[N:4]=1.[NH2:23][CH2:24][CH2:25][CH2:26][CH2:27][OH:28], predict the reaction product.